From a dataset of Full USPTO retrosynthesis dataset with 1.9M reactions from patents (1976-2016). Predict the reactants needed to synthesize the given product. (1) The reactants are: [Cl:1][C:2]1[CH:3]=[C:4]2[C:8](=[CH:9][CH:10]=1)[N:7]([CH3:11])[C:6]([C:12]([OH:14])=O)=[C:5]2[CH3:15].C([O:18][C:19](=[O:40])[CH2:20][CH2:21][C:22]1[CH:27]=[CH:26][C:25]([O:28][C:29]2[CH:34]=[C:33]([CH3:35])[CH:32]=[C:31]([CH2:36][NH2:37])[CH:30]=2)=[CH:24][C:23]=1[CH2:38][CH3:39])C. Given the product [Cl:1][C:2]1[CH:3]=[C:4]2[C:8](=[CH:9][CH:10]=1)[N:7]([CH3:11])[C:6]([C:12]([NH:37][CH2:36][C:31]1[CH:30]=[C:29]([CH:34]=[C:33]([CH3:35])[CH:32]=1)[O:28][C:25]1[CH:26]=[CH:27][C:22]([CH2:21][CH2:20][C:19]([OH:40])=[O:18])=[C:23]([CH2:38][CH3:39])[CH:24]=1)=[O:14])=[C:5]2[CH3:15], predict the reactants needed to synthesize it. (2) Given the product [F:9][C:8]([F:11])([F:10])[C:5]1[CH:6]=[CH:7][C:2]([C:27]#[C:26][Si:23]([CH3:25])([CH3:24])[CH3:22])=[C:3]([CH2:12][C:13]([O:15][CH3:16])=[O:14])[CH:4]=1, predict the reactants needed to synthesize it. The reactants are: Br[C:2]1[CH:7]=[CH:6][C:5]([C:8]([F:11])([F:10])[F:9])=[CH:4][C:3]=1[CH2:12][C:13]([O:15][CH3:16])=[O:14].F[B-](F)(F)F.[CH3:22][Si:23]([C:26]#[CH:27])([CH3:25])[CH3:24].CN(C=O)C. (3) Given the product [CH:22]1([CH2:21][O:1][N:2]2[C:3](=[O:12])[C:4]3=[CH:11][CH:10]=[CH:9][CH:8]=[C:5]3[C:6]2=[O:7])[CH2:27][CH2:26][CH2:25][CH2:24][CH2:23]1, predict the reactants needed to synthesize it. The reactants are: [OH:1][N:2]1[C:6](=[O:7])[C:5]2=[CH:8][CH:9]=[CH:10][CH:11]=[C:4]2[C:3]1=[O:12].CCN(CC)CC.Br[CH2:21][CH:22]1[CH2:27][CH2:26][CH2:25][CH2:24][CH2:23]1.